From a dataset of Full USPTO retrosynthesis dataset with 1.9M reactions from patents (1976-2016). Predict the reactants needed to synthesize the given product. (1) Given the product [Cl:33][C:31]1[CH:30]=[CH:29][C:15]([O:16][C:17]2[CH:28]=[CH:27][C:20]([C:21]([NH:23][CH2:24][CH2:25][CH3:26])=[O:22])=[CH:19][CH:18]=2)=[C:14]([NH:13][C:2]2[C:3]3[C:8](=[N:7][C:6]([CH3:12])=[CH:5][CH:4]=3)[N:9]=[CH:10][CH:11]=2)[CH:32]=1, predict the reactants needed to synthesize it. The reactants are: Cl[C:2]1[CH:11]=[CH:10][N:9]=[C:8]2[C:3]=1[CH:4]=[CH:5][C:6]([CH3:12])=[N:7]2.[NH2:13][C:14]1[CH:32]=[C:31]([Cl:33])[CH:30]=[CH:29][C:15]=1[O:16][C:17]1[CH:28]=[CH:27][C:20]([C:21]([NH:23][CH2:24][CH2:25][CH3:26])=[O:22])=[CH:19][CH:18]=1. (2) The reactants are: [N+:1]([C:4]1[CH:9]=[CH:8][C:7]([S:10]([N:13]2[CH2:18][CH2:17][CH:16]([N:19]3[CH2:24][CH2:23][CH:22]([CH2:25][CH2:26][OH:27])[CH2:21][CH2:20]3)[CH2:15][CH2:14]2)(=[O:12])=[O:11])=[CH:6][CH:5]=1)([O-])=O. Given the product [NH2:1][C:4]1[CH:5]=[CH:6][C:7]([S:10]([N:13]2[CH2:18][CH2:17][CH:16]([N:19]3[CH2:24][CH2:23][CH:22]([CH2:25][CH2:26][OH:27])[CH2:21][CH2:20]3)[CH2:15][CH2:14]2)(=[O:12])=[O:11])=[CH:8][CH:9]=1, predict the reactants needed to synthesize it. (3) Given the product [CH3:32][N:28]1[C:22]2[CH:23]=[N:24][C:25]3[CH:26]=[CH:27][C:18]([S:16][C:13]4[N:11]5[CH:12]=[C:7]([C:5]6[CH:4]=[N:3][N:2]([CH3:1])[CH:6]=6)[CH:8]=[CH:9][C:10]5=[N:15][N:14]=4)=[CH:19][C:20]=3[C:21]=2[O:30][C:29]1=[O:31], predict the reactants needed to synthesize it. The reactants are: [CH3:1][N:2]1[CH:6]=[C:5]([C:7]2[CH:8]=[CH:9][C:10]3[N:11]([C:13]([SH:16])=[N:14][N:15]=3)[CH:12]=2)[CH:4]=[N:3]1.Br[C:18]1[CH:27]=[CH:26][C:25]2[N:24]=[CH:23][C:22]3[N:28]([CH3:32])[C:29](=[O:31])[O:30][C:21]=3[C:20]=2[CH:19]=1.C1(P(C2C=CC=CC=2)C2C3OC4C(=CC=CC=4P(C4C=CC=CC=4)C4C=CC=CC=4)C(C)(C)C=3C=CC=2)C=CC=CC=1.CC(C)([O-])C.[Na+].